From a dataset of Full USPTO retrosynthesis dataset with 1.9M reactions from patents (1976-2016). Predict the reactants needed to synthesize the given product. (1) Given the product [CH2:1]([C:5]1[O:6][C:7]2[CH:23]=[CH:22][CH:21]=[CH:20][C:8]=2[C:9]=1[CH2:10][CH2:11][C:12]1[CH:13]=[CH:14][C:15]([O:18][CH3:19])=[CH:16][CH:17]=1)[CH2:2][CH2:3][CH3:4], predict the reactants needed to synthesize it. The reactants are: [CH2:1]([C:5]1[O:6][C:7]2[CH:23]=[CH:22][CH:21]=[CH:20][C:8]=2[C:9]=1/[CH:10]=[CH:11]\[C:12]1[CH:17]=[CH:16][C:15]([O:18][CH3:19])=[CH:14][CH:13]=1)[CH2:2][CH2:3][CH3:4]. (2) Given the product [Br:3][C:4]1[CH:9]=[CH:8][C:7]([C:10](=[O:12])[CH3:11])=[C:6]([O:13][CH3:14])[CH:5]=1, predict the reactants needed to synthesize it. The reactants are: IC.[Br:3][C:4]1[CH:9]=[CH:8][C:7]([C:10](=[O:12])[CH3:11])=[C:6]([OH:13])[CH:5]=1.[CH3:14]N(C=O)C.C(=O)([O-])[O-].[K+].[K+].